Dataset: Forward reaction prediction with 1.9M reactions from USPTO patents (1976-2016). Task: Predict the product of the given reaction. The product is: [C:10]([C:9]1[CH:12]=[CH:13][C:6]([NH:5][C:42]([C:37]2[CH:36]=[CH:35][C:34]3[C:39](=[CH:40][CH:41]=[C:32]([C@H:29]4[O:28][CH2:27][C@H:26]([S:25][C@H:23]([CH3:24])[C@:22]([C:16]5[CH:17]=[CH:18][C:19]([F:21])=[CH:20][C:15]=5[F:14])([OH:52])[CH2:46][N:47]5[CH:51]=[N:50][CH:49]=[N:48]5)[CH2:31][O:30]4)[CH:33]=3)[CH:38]=2)=[O:43])=[CH:7][CH:8]=1)#[N:11]. Given the reactants C[Al](C)C.[NH2:5][C:6]1[CH:13]=[CH:12][C:9]([C:10]#[N:11])=[CH:8][CH:7]=1.[F:14][C:15]1[CH:20]=[C:19]([F:21])[CH:18]=[CH:17][C:16]=1[C@@:22]([OH:52])([CH2:46][N:47]1[CH:51]=[N:50][CH:49]=[N:48]1)[C@H:23]([S:25][C@@H:26]1[CH2:31][O:30][C@@H:29]([C:32]2[CH:33]=[C:34]3[C:39](=[CH:40][CH:41]=2)[CH:38]=[C:37]([C:42](OC)=[O:43])[CH:36]=[CH:35]3)[O:28][CH2:27]1)[CH3:24].C(C(C(C([O-])=O)O)O)([O-])=O.[Na+].[K+], predict the reaction product.